From a dataset of Catalyst prediction with 721,799 reactions and 888 catalyst types from USPTO. Predict which catalyst facilitates the given reaction. (1) Reactant: [CH2:1]([O:5][C:6]1[CH:7]=[C:8]([CH2:13][OH:14])[CH:9]=[CH:10][C:11]=1[I:12])[CH2:2][CH2:3][CH3:4]. Product: [CH2:1]([O:5][C:6]1[CH:7]=[C:8]([CH:9]=[CH:10][C:11]=1[I:12])[CH:13]=[O:14])[CH2:2][CH2:3][CH3:4]. The catalyst class is: 327. (2) Reactant: Cl.Cl.[NH2:3][CH2:4][CH2:5][N:6]1[C:14]2[C:13]([NH:15][C:16]3[CH:21]=[CH:20][C:19]([O:22][C:23]4[C:28]5[CH:29]=[CH:30][S:31][C:27]=5[CH:26]=[CH:25][CH:24]=4)=[C:18]([Cl:32])[CH:17]=3)=[N:12][CH:11]=[N:10][C:9]=2[CH:8]=[CH:7]1.[F:33][C:34]([F:45])([F:44])[C:35]1[CH:36]=[C:37]([CH:41]=[CH:42][CH:43]=1)[C:38](Cl)=[O:39].C(N(CC)CC)C.C(=O)([O-])O.[Na+]. Product: [S:31]1[C:27]2[CH:26]=[CH:25][CH:24]=[C:23]([O:22][C:19]3[CH:20]=[CH:21][C:16]([NH:15][C:13]4[C:14]5[N:6]([CH2:5][CH2:4][NH:3][C:38](=[O:39])[C:37]6[CH:41]=[CH:42][CH:43]=[C:35]([C:34]([F:33])([F:44])[F:45])[CH:36]=6)[CH:7]=[CH:8][C:9]=5[N:10]=[CH:11][N:12]=4)=[CH:17][C:18]=3[Cl:32])[C:28]=2[CH:29]=[CH:30]1. The catalyst class is: 9. (3) Reactant: [OH:1][CH2:2][C:3]1[CH:4]=[C:5]2[C:10](=[CH:11][CH:12]=1)[O:9][C@@H:8](O)[CH2:7][C@@H:6]2[C:14]1[CH:19]=[CH:18][CH:17]=[CH:16][CH:15]=1.[CH:20]([NH:23][CH:24]([CH3:26])[CH3:25])([CH3:22])[CH3:21]. Product: [OH:1][CH2:2][C:3]1[CH:12]=[CH:11][C:10]([OH:9])=[C:5]([C@@H:6]([C:14]2[CH:19]=[CH:18][CH:17]=[CH:16][CH:15]=2)[CH2:7][CH2:8][N:23]([CH:24]([CH3:26])[CH3:25])[CH:20]([CH3:22])[CH3:21])[CH:4]=1. The catalyst class is: 43.